From a dataset of Full USPTO retrosynthesis dataset with 1.9M reactions from patents (1976-2016). Predict the reactants needed to synthesize the given product. (1) Given the product [CH2:44]1[C:45]2[C:50](=[CH:49][CH:48]=[CH:47][CH:46]=2)[CH2:51][CH2:52][N:43]1[CH2:42][CH:41]([OH:53])[CH2:40][NH:39][C:12](=[O:14])[CH2:11][C:9]1[CH:8]=[CH:7][CH:6]=[C:5]2[C:10]=1[N:1]=[CH:2][CH:3]=[CH:4]2, predict the reactants needed to synthesize it. The reactants are: [N:1]1[C:10]2[C:5](=[CH:6][CH:7]=[CH:8][C:9]=2[CH2:11][C:12]([OH:14])=O)[CH:4]=[CH:3][CH:2]=1.CN(C(ON1N=NC2C=CC=NC1=2)=[N+](C)C)C.F[P-](F)(F)(F)(F)F.[NH2:39][CH2:40][CH:41]([OH:53])[CH2:42][N:43]1[CH2:52][CH2:51][C:50]2[C:45](=[CH:46][CH:47]=[CH:48][CH:49]=2)[CH2:44]1. (2) The reactants are: Cl[CH2:2][CH2:3][CH2:4][CH2:5][CH2:6][S:7][C:8]1[CH:13]=[CH:12][CH:11]=[CH:10][CH:9]=1.[CH3:14][CH:15]([CH3:31])[C:16]([NH:18][C:19]1[CH:24]=[CH:23][CH:22]=[C:21]([CH:25]2[CH2:30][CH2:29][NH:28][CH2:27][CH2:26]2)[CH:20]=1)=[O:17]. Given the product [CH3:14][CH:15]([CH3:31])[C:16]([NH:18][C:19]1[CH:24]=[CH:23][CH:22]=[C:21]([CH:25]2[CH2:30][CH2:29][N:28]([CH2:2][CH2:3][CH2:4][CH2:5][CH2:6][S:7][C:8]3[CH:13]=[CH:12][CH:11]=[CH:10][CH:9]=3)[CH2:27][CH2:26]2)[CH:20]=1)=[O:17], predict the reactants needed to synthesize it. (3) Given the product [Br:13][C:14]1[CH:21]=[CH:20][C:17](/[CH:18]=[CH:12]/[C:5]2[N:4]=[CH:3][C:2]([Cl:1])=[CH:11][C:6]=2[C:7]([OH:9])=[O:8])=[CH:16][CH:15]=1, predict the reactants needed to synthesize it. The reactants are: [Cl:1][C:2]1[CH:3]=[N:4][C:5]([CH3:12])=[C:6]([CH:11]=1)[C:7]([O:9]C)=[O:8].[Br:13][C:14]1[CH:21]=[CH:20][C:17]([CH:18]=O)=[CH:16][CH:15]=1.CC(C)([O-])C.[K+]. (4) Given the product [CH3:16][N:1]1[C:9]2[CH:8]=[CH:7][CH:6]=[C:5]([C:10]([O:12][CH3:13])=[O:11])[C:4]=2[CH:3]=[CH:2]1, predict the reactants needed to synthesize it. The reactants are: [NH:1]1[C:9]2[CH:8]=[CH:7][CH:6]=[C:5]([C:10]([O:12][CH3:13])=[O:11])[C:4]=2[CH:3]=[CH:2]1.[H-].[Na+].[CH3:16]N(C=O)C. (5) Given the product [CH3:7][N:4]1[CH:5]=[CH:6][C:2]([B:11]2[O:12][C:13]([CH3:15])([CH3:14])[C:9]([CH3:25])([CH3:8])[O:10]2)=[N:3]1, predict the reactants needed to synthesize it. The reactants are: Br[C:2]1[CH:6]=[CH:5][N:4]([CH3:7])[N:3]=1.[CH3:8][C:9]1([CH3:25])[C:13]([CH3:15])([CH3:14])[O:12][B:11]([B:11]2[O:12][C:13]([CH3:15])([CH3:14])[C:9]([CH3:25])([CH3:8])[O:10]2)[O:10]1.C([O-])(=O)C.[K+]. (6) Given the product [Cl:1][C:2]1[C:7]([O:8][CH2:9][C:10]([N:12]2[CH2:17][CH2:16][C:15]3[N:18]=[C:19]4[S:23][C:22]([CH3:24])=[N:21][N:20]4[C:14]=3[CH:13]2[C:25]2[S:29][CH:28]=[C:27]([C:30]([N:40]([CH3:41])[CH3:39])=[O:32])[CH:26]=2)=[O:11])=[CH:6][CH:5]=[C:4]([N:33]2[CH2:38][CH2:37][O:36][CH2:35][CH2:34]2)[N:3]=1, predict the reactants needed to synthesize it. The reactants are: [Cl:1][C:2]1[C:7]([O:8][CH2:9][C:10]([N:12]2[CH2:17][CH2:16][C:15]3[N:18]=[C:19]4[S:23][C:22]([CH3:24])=[N:21][N:20]4[C:14]=3[CH:13]2[C:25]2[S:29][CH:28]=[C:27]([C:30]([OH:32])=O)[CH:26]=2)=[O:11])=[CH:6][CH:5]=[C:4]([N:33]2[CH2:38][CH2:37][O:36][CH2:35][CH2:34]2)[N:3]=1.[CH3:39][NH:40][CH3:41]. (7) Given the product [O:1]1[C:5]2[CH:6]=[CH:7][C:8]([C:10](=[O:17])[CH2:11][CH2:12][CH2:13][C:14]([O:16][CH3:23])=[O:15])=[CH:9][C:4]=2[CH2:3][CH2:2]1, predict the reactants needed to synthesize it. The reactants are: [O:1]1[C:5]2[CH:6]=[CH:7][C:8]([C:10](=[O:17])[CH2:11][CH2:12][CH2:13][C:14]([OH:16])=[O:15])=[CH:9][C:4]=2[CH2:3][CH2:2]1.S(=O)(=O)(O)O.[C:23](=O)([O-])O.[Na+].